From a dataset of Full USPTO retrosynthesis dataset with 1.9M reactions from patents (1976-2016). Predict the reactants needed to synthesize the given product. (1) Given the product [ClH:42].[ClH:42].[OH:1][CH:2]1[CH2:3][CH2:4][N:5]([CH2:8][CH2:9][NH:10][C:11]([C:13]2[N:14]=[N:15][C:16]([CH2:32][CH2:33][CH2:34][CH3:35])=[C:17]([C:19]3[CH:20]=[CH:21][C:22]([O:25][CH:26]4[CH2:27][CH2:28][CH2:29][CH2:30][CH2:31]4)=[CH:23][CH:24]=3)[CH:18]=2)=[O:12])[CH2:6][CH2:7]1, predict the reactants needed to synthesize it. The reactants are: [OH:1][CH:2]1[CH2:7][CH2:6][N:5]([CH2:8][CH2:9][NH:10][C:11]([C:13]2[N:14]=[N:15][C:16]([CH2:32][CH2:33][CH2:34][CH3:35])=[C:17]([C:19]3[CH:24]=[CH:23][C:22]([O:25][CH:26]4[CH2:31][CH2:30][CH2:29][CH2:28][CH2:27]4)=[CH:21][CH:20]=3)[CH:18]=2)=[O:12])[CH2:4][CH2:3]1.O1CCOCC1.[ClH:42]. (2) Given the product [CH2:1]([C:3]1[N:8]([C:9]2[CH:10]=[CH:11][C:12]([O:15][CH:16]3[CH2:21][CH2:20][CH2:19][CH2:18][C:17]3=[O:22])=[CH:13][CH:14]=2)[C:7](=[O:23])[C:6]([CH2:24][C:25]2[CH:30]=[CH:29][C:28]([C:31]3[CH:36]=[CH:35][CH:34]=[CH:33][C:32]=3[C:37]3[NH:41][C:40](=[O:42])[O:39][N:38]=3)=[CH:27][CH:26]=2)=[C:5]([CH2:43][CH2:44][CH3:45])[N:4]=1)[CH3:2], predict the reactants needed to synthesize it. The reactants are: [CH2:1]([C:3]1[N:8]([C:9]2[CH:14]=[CH:13][C:12]([O:15][C@@H:16]3[CH2:21][CH2:20][CH2:19][CH2:18][C@H:17]3[OH:22])=[CH:11][CH:10]=2)[C:7](=[O:23])[C:6]([CH2:24][C:25]2[CH:30]=[CH:29][C:28]([C:31]3[CH:36]=[CH:35][CH:34]=[CH:33][C:32]=3[C:37]3[NH:41][C:40](=[O:42])[O:39][N:38]=3)=[CH:27][CH:26]=2)=[C:5]([CH2:43][CH2:44][CH3:45])[N:4]=1)[CH3:2].CC(OI1(OC(C)=O)(OC(C)=O)OC(=O)C2C1=CC=CC=2)=O.C(OCC)(=O)C.S([O-])([O-])(=O)=S.[Na+].[Na+]. (3) Given the product [Cl:7][C:6]1[S:5][C:4]([C:8]2[C:17]([O:18][C:19]3[C:28]4[C:23](=[CH:24][C:25]([O:31][CH3:32])=[C:26]([O:29][CH3:30])[CH:27]=4)[N:22]=[CH:21][CH:20]=3)=[CH:16][C:15]3[C:10](=[CH:11][CH:12]=[CH:13][CH:14]=3)[N:9]=2)=[CH:3][C:2]=1[CH3:33], predict the reactants needed to synthesize it. The reactants are: Br[C:2]1[CH:3]=[C:4]([C:8]2[C:17]([O:18][C:19]3[C:28]4[C:23](=[CH:24][C:25]([O:31][CH3:32])=[C:26]([O:29][CH3:30])[CH:27]=4)[N:22]=[CH:21][CH:20]=3)=[CH:16][C:15]3[C:10](=[CH:11][CH:12]=[CH:13][CH:14]=3)[N:9]=2)[S:5][C:6]=1[Cl:7].[CH3:33]B(O)O.O.C(=O)([O-])[O-].[Cs+].[Cs+]. (4) Given the product [CH:28]12[CH2:30][CH2:31][CH:25]([N:24]([C:12]3[N:11]=[C:10]([C:7]4[CH:6]=[CH:5][C:4]([NH2:1])=[CH:9][CH:8]=4)[N:15]=[C:14]4[N:16]([CH2:19][C:20]([F:22])([F:23])[F:21])[N:17]=[CH:18][C:13]=34)[CH2:29]1)[CH2:26][O:27]2, predict the reactants needed to synthesize it. The reactants are: [N+:1]([C:4]1[CH:9]=[CH:8][C:7]([C:10]2[N:15]=[C:14]3[N:16]([CH2:19][C:20]([F:23])([F:22])[F:21])[N:17]=[CH:18][C:13]3=[C:12]([N:24]3[CH2:29][CH:28]4[CH2:30][CH2:31][CH:25]3[CH2:26][O:27]4)[N:11]=2)=[CH:6][CH:5]=1)([O-])=O.C12OC(CC1)CN(C1N=C(C3C=CC(N)=CC=3)N=C3N(CC(F)(F)F)N=CC=13)C2.Cl.C12OC(CC1)CNC2. (5) Given the product [NH2:8][C:5]1[CH:6]=[CH:7][C:2]([Cl:1])=[CH:3][C:4]=1[C:15]([C:16]1[CH:21]=[CH:20][CH:19]=[C:18]([O:22][C:23]([F:24])([F:25])[F:26])[C:17]=1[O:27][CH3:28])=[O:29], predict the reactants needed to synthesize it. The reactants are: [Cl:1][C:2]1[CH:7]=[CH:6][C:5]([NH:8]C(=O)C(C)(C)C)=[C:4]([C:15](=[O:29])[C:16]2[CH:21]=[CH:20][CH:19]=[C:18]([O:22][C:23]([F:26])([F:25])[F:24])[C:17]=2[O:27][CH3:28])[CH:3]=1.[OH-].[Na+].